Dataset: Reaction yield outcomes from USPTO patents with 853,638 reactions. Task: Predict the reaction yield, written as a fraction of the theoretical maximum amount of product (1.0 means a 100% yield; for example, 0.34 means a 34% yield). (1) The product is [CH:22]1[C:23]([NH:26][C:27]([NH:18][C:10]2[CH:11]=[CH:12][C:13]([S:14]([NH2:17])(=[O:15])=[O:16])=[CH:8][CH:9]=2)=[O:28])=[CH:24][CH:25]=[C:20]([F:19])[CH:21]=1. The reactants are NC1C=CC([C:8]2[C:13]([S:14]([NH2:17])(=[O:16])=[O:15])=[CH:12][CH:11]=[C:10]([NH2:18])[CH:9]=2)=CC=1.[F:19][C:20]1[CH:25]=[CH:24][C:23]([N:26]=[C:27]=[O:28])=[CH:22][CH:21]=1. No catalyst specified. The yield is 0.555. (2) The reactants are [CH3:1][C:2]1[C:16](=[O:17])[N:15]=[C:14]2[N:4]([C@@H:5]3[O:9][C@H:8]([CH2:10][OH:11])[C@@H:7]([OH:12])[C@@H:6]3[O:13]2)[CH:3]=1.[CH3:18][O:19][CH2:20][CH2:21][O:22]B([O:22][CH2:21][CH2:20][O:19][CH3:18])[O:22][CH2:21][CH2:20][O:19][CH3:18]. The catalyst is COCCO. The product is [CH3:18][O:19][CH2:20][CH2:21][O:22][C@@H:6]1[C@H:7]([OH:12])[C@@H:8]([CH2:10][OH:11])[O:9][C@H:5]1[N:4]1[CH:3]=[C:2]([CH3:1])[C:16](=[O:17])[NH:15][C:14]1=[O:13]. The yield is 0.630. (3) The reactants are [CH2:1]([N:3]([C:21]1[CH:26]=[CH:25][CH:24]=[CH:23][CH:22]=1)[C:4]([C:6]1[C:7](=[O:20])[N:8]([CH3:19])[C:9]2[C:14]([C:15]=1[OH:16])=[C:13]([CH2:17][CH3:18])[CH:12]=[CH:11][CH:10]=2)=[O:5])[CH3:2].[OH-].[Na+].C(Cl)(Cl)Cl.O.O.C([O-])(=O)C.[Zn+2:39].C([O-])(=O)C. The catalyst is C(O)C.O. The product is [Zn:39].[CH2:1]([N:3]([C:21]1[CH:22]=[CH:23][CH:24]=[CH:25][CH:26]=1)[C:4]([C:6]1[C:7](=[O:20])[N:8]([CH3:19])[C:9]2[C:14]([C:15]=1[OH:16])=[C:13]([CH2:17][CH3:18])[CH:12]=[CH:11][CH:10]=2)=[O:5])[CH3:2]. The yield is 0.760. (4) The reactants are [F:1][C:2]1[C:11]([CH:12]([C:14]2[N:18]3[N:19]=[C:20]([C:23](=O)[CH3:24])[CH:21]=[CH:22][C:17]3=[N:16][N:15]=2)[CH3:13])=[C:10]([F:26])[CH:9]=[C:8]2[C:3]=1[CH:4]=[CH:5][CH:6]=[N:7]2.Cl.[NH2:28][O:29][CH2:30][CH2:31][OH:32].[OH-].[Na+]. The catalyst is CO. The product is [OH:32][CH2:31][CH2:30][O:29]/[N:28]=[C:23](/[C:20]1[CH:21]=[CH:22][C:17]2[N:18]([C:14]([CH:12]([C:11]3[C:2]([F:1])=[C:3]4[C:8](=[CH:9][C:10]=3[F:26])[N:7]=[CH:6][CH:5]=[CH:4]4)[CH3:13])=[N:15][N:16]=2)[N:19]=1)\[CH3:24]. The yield is 0.980.